This data is from Full USPTO retrosynthesis dataset with 1.9M reactions from patents (1976-2016). The task is: Predict the reactants needed to synthesize the given product. (1) Given the product [Cl:15][C:12]1[CH:13]=[CH:14][C:9]([O:8][C:5]2[CH:6]=[CH:7][C:2]([C:30]([CH:27]3[CH2:29][CH2:28]3)=[O:31])=[C:3]([C:16]([F:19])([F:18])[F:17])[CH:4]=2)=[CH:10][CH:11]=1, predict the reactants needed to synthesize it. The reactants are: Br[C:2]1[CH:7]=[CH:6][C:5]([O:8][C:9]2[CH:14]=[CH:13][C:12]([Cl:15])=[CH:11][CH:10]=2)=[CH:4][C:3]=1[C:16]([F:19])([F:18])[F:17].[Cl-].[Li+].C([Mg]Cl)(C)C.[CH:27]1([C:30](Cl)=[O:31])[CH2:29][CH2:28]1. (2) Given the product [NH2:1][C:4]1[CH:5]=[N:6][C:7]2[C:12]([C:13]=1[NH:14][CH2:15][C:16]1([NH:22][C:23](=[O:29])[O:24][C:25]([CH3:27])([CH3:26])[CH3:28])[CH2:21][CH2:20][CH2:19][CH2:18][CH2:17]1)=[CH:11][CH:10]=[CH:9][CH:8]=2, predict the reactants needed to synthesize it. The reactants are: [N+:1]([C:4]1[CH:5]=[N:6][C:7]2[C:12]([C:13]=1[NH:14][CH2:15][C:16]1([NH:22][C:23](=[O:29])[O:24][C:25]([CH3:28])([CH3:27])[CH3:26])[CH2:21][CH2:20][CH2:19][CH2:18][CH2:17]1)=[CH:11][CH:10]=[CH:9][CH:8]=2)([O-])=O. (3) Given the product [N:17]([CH2:2][C:3]1[C:12]2[C:7](=[CH:8][CH:9]=[CH:10][CH:11]=2)[C:6]([C:13]([O:15][CH3:16])=[O:14])=[CH:5][CH:4]=1)=[N+:18]=[N-:19], predict the reactants needed to synthesize it. The reactants are: Br[CH2:2][C:3]1[C:12]2[C:7](=[CH:8][CH:9]=[CH:10][CH:11]=2)[C:6]([C:13]([O:15][CH3:16])=[O:14])=[CH:5][CH:4]=1.[N-:17]=[N+:18]=[N-:19].[Na+]. (4) Given the product [CH3:35][O:34][C:31]1[CH:30]=[CH:29][C:28]([CH2:27][O:26][CH2:25][CH:24]([S:36][C:37]([C:44]2[CH:45]=[CH:46][CH:47]=[CH:48][CH:49]=2)([C:50]2[CH:51]=[CH:52][CH:53]=[CH:54][CH:55]=2)[C:38]2[CH:43]=[CH:42][CH:41]=[CH:40][CH:39]=2)[CH2:23][N:11]2[C:12]([C:13]3[S:14][CH:15]=[C:16]([CH3:18])[N:17]=3)=[C:8]3[C:9]([N:4]([CH3:3])[C:5](=[O:21])[N:6]([CH3:20])[C:7]3=[O:19])=[CH:10]2)=[CH:33][CH:32]=1, predict the reactants needed to synthesize it. The reactants are: [I-].[K+].[CH3:3][N:4]1[C:9]2=[CH:10][NH:11][C:12]([C:13]3[S:14][CH:15]=[C:16]([CH3:18])[N:17]=3)=[C:8]2[C:7](=[O:19])[N:6]([CH3:20])[C:5]1=[O:21].Cl[CH2:23][CH:24]([S:36][C:37]([C:50]1[CH:55]=[CH:54][CH:53]=[CH:52][CH:51]=1)([C:44]1[CH:49]=[CH:48][CH:47]=[CH:46][CH:45]=1)[C:38]1[CH:43]=[CH:42][CH:41]=[CH:40][CH:39]=1)[CH2:25][O:26][CH2:27][C:28]1[CH:33]=[CH:32][C:31]([O:34][CH3:35])=[CH:30][CH:29]=1.C(=O)([O-])[O-].[Cs+].[Cs+]. (5) Given the product [CH3:1][O:2][C:3]1[CH:4]=[C:5]([CH:21]=[CH:22][C:23]=1[O:24][CH3:25])[CH2:6][CH:7]1[C:16]2[C:11](=[CH:12][C:13]([O:19][CH3:20])=[C:14]([O:17][CH3:18])[CH:15]=2)[CH2:10][CH2:9][N:8]1[CH2:27][C:28]([NH:35][CH2:34][C:33]1[CH:36]=[CH:37][CH:38]=[CH:39][C:32]=1[CH3:31])=[O:29], predict the reactants needed to synthesize it. The reactants are: [CH3:1][O:2][C:3]1[CH:4]=[C:5]([CH:21]=[CH:22][C:23]=1[O:24][CH3:25])[CH2:6][CH:7]1[C:16]2[C:11](=[CH:12][C:13]([O:19][CH3:20])=[C:14]([O:17][CH3:18])[CH:15]=2)[CH2:10][CH2:9][NH:8]1.Br[CH2:27][C:28](Br)=[O:29].[CH3:31][C:32]1[CH:39]=[CH:38][CH:37]=[CH:36][C:33]=1[CH2:34][NH2:35]. (6) Given the product [F:32][C:2]1[CH:7]=[C:6]([C:8]([F:11])([F:10])[F:9])[CH:5]=[CH:4][C:3]=1[C:12]1[CH:17]=[CH:16][C:15]([NH:18][S:19]([CH3:22])(=[O:21])=[O:20])=[CH:14][CH:13]=1, predict the reactants needed to synthesize it. The reactants are: N[C:2]1[CH:7]=[C:6]([C:8]([F:11])([F:10])[F:9])[CH:5]=[CH:4][C:3]=1[C:12]1[CH:17]=[CH:16][C:15]([NH:18][S:19]([CH3:22])(=[O:21])=[O:20])=[CH:14][CH:13]=1.BrC1C=CC(C(F)(F)[F:32])=CC=1N. (7) Given the product [CH3:46][O:45][C:39]1[CH:38]=[C:37]([CH:42]=[C:41]([O:43][CH3:44])[CH:40]=1)[CH2:36][O:34][C@@H:10]1[CH2:9][NH:8][CH2:12][C@H:11]1[CH2:13][N:14]([CH:31]([CH3:32])[CH3:33])[C:15](=[O:30])[C:16]1[CH:21]=[CH:20][C:19]([O:22][CH3:23])=[C:18]([O:24][CH2:25][CH2:26][CH2:27][O:28][CH3:29])[CH:17]=1, predict the reactants needed to synthesize it. The reactants are: C(OC([N:8]1[CH2:12][C@@H:11]([CH2:13][N:14]([CH:31]([CH3:33])[CH3:32])[C:15](=[O:30])[C:16]2[CH:21]=[CH:20][C:19]([O:22][CH3:23])=[C:18]([O:24][CH2:25][CH2:26][CH2:27][O:28][CH3:29])[CH:17]=2)[C@H:10]([OH:34])[CH2:9]1)=O)(C)(C)C.Br[CH2:36][C:37]1[CH:42]=[C:41]([O:43][CH3:44])[CH:40]=[C:39]([O:45][CH3:46])[CH:38]=1.CC#N.O.CC#N.